This data is from Full USPTO retrosynthesis dataset with 1.9M reactions from patents (1976-2016). The task is: Predict the reactants needed to synthesize the given product. (1) Given the product [CH2:1]([C:8]1[C:16]2[C:11](=[CH:12][CH:13]=[C:14]([Br:17])[CH:15]=2)[C:10](=[O:9])[NH:20][N:19]=1)[C:2]1[CH:7]=[CH:6][CH:5]=[CH:4][CH:3]=1, predict the reactants needed to synthesize it. The reactants are: [CH:1](=[C:8]1[C:16]2[C:11](=[CH:12][CH:13]=[C:14]([Br:17])[CH:15]=2)[C:10](=O)[O:9]1)[C:2]1[CH:7]=[CH:6][CH:5]=[CH:4][CH:3]=1.[NH2:19][NH2:20]. (2) Given the product [S:1]1[C:9]2[C:4](=[N:5][CH:6]=[CH:7][C:8]=2[S:10][S:10][C:8]2[CH:7]=[CH:6][N:5]=[C:4]3[CH:3]=[CH:2][S:1][C:9]=23)[CH:3]=[CH:2]1, predict the reactants needed to synthesize it. The reactants are: [S:1]1[C:9]2[C:4](=[N:5][CH:6]=[CH:7][C:8]=2[SH:10])[CH:3]=[CH:2]1.S(Cl)(Cl)(=O)=O. (3) Given the product [CH3:22][O:21][C:18]1[CH:17]=[CH:16][C:15]([C:14]2[N:35]=[C:36]3[CH:41]=[C:40]([CH3:42])[CH:39]=[CH:38][N:37]3[CH:13]=2)=[CH:20][CH:19]=1, predict the reactants needed to synthesize it. The reactants are: [CH3:22][O:21][C:18]1[CH:19]=[CH:20][C:15]([CH2:14][CH2:13]C([CH2:13][CH2:14][C:15]2[CH:20]=[CH:19][C:18]([O:21][CH3:22])=[CH:17][CH:16]=2)=O)=[CH:16][CH:17]=1.[Cl-].[Cl-].[Cl-].[Al+3].BrBr.C(=O)([O-])[O-].[Na+].[Na+].[NH2:35][C:36]1[CH:41]=[C:40]([CH3:42])[CH:39]=[CH:38][N:37]=1. (4) Given the product [CH3:9][O:10][C:11](=[O:20])[C:12]1[CH:17]=[CH:16][C:15]([O:18][CH2:29][CH2:28][CH2:27][C:26]([O:25][C:21]([CH3:24])([CH3:23])[CH3:22])=[O:31])=[C:14]([CH3:19])[CH:13]=1, predict the reactants needed to synthesize it. The reactants are: C(=O)([O-])[O-].[K+].[K+].[I-].[K+].[CH3:9][O:10][C:11](=[O:20])[C:12]1[CH:17]=[CH:16][C:15]([OH:18])=[C:14]([CH3:19])[CH:13]=1.[C:21]([O:25][C:26](=[O:31])[CH2:27][CH2:28][CH2:29]Br)([CH3:24])([CH3:23])[CH3:22].